This data is from Catalyst prediction with 721,799 reactions and 888 catalyst types from USPTO. The task is: Predict which catalyst facilitates the given reaction. (1) Reactant: [CH:1]1([SH:7])[CH2:6][CH2:5][CH2:4][CH2:3][CH2:2]1.[O-]CC.[Na+].I[C:13]1[C:22]2[C:17](=[CH:18][CH:19]=[CH:20][CH:21]=2)[CH:16]=[CH:15][CH:14]=1.CC(CC(C)C)=O. Product: [CH:1]1([S:7][C:21]2[C:22]3[C:17](=[CH:16][CH:15]=[CH:14][CH:13]=3)[CH:18]=[CH:19][CH:20]=2)[CH2:6][CH2:5][CH2:4][CH2:3][CH2:2]1. The catalyst class is: 40. (2) Reactant: [C:1]([N:4]1[C@@H:10]([CH3:11])[C@H:9]([NH:12][C:13](=[O:25])[C@@H:14]([N:16](C)[C:17](=O)OC(C)(C)C)[CH3:15])[C:8](=[O:26])[N:7]([CH2:27][C:28]2[C:37]3[C:32](=[CH:33][CH:34]=[CH:35][CH:36]=3)[CH:31]=[CH:30][C:29]=2[CH3:38])[C:6]2[CH:39]=[CH:40][CH:41]=[CH:42][C:5]1=2)(=[O:3])[CH3:2].[ClH:43]. Product: [ClH:43].[C:1]([N:4]1[C@@H:10]([CH3:11])[C@H:9]([NH:12][C:13](=[O:25])[C@@H:14]([NH:16][CH3:17])[CH3:15])[C:8](=[O:26])[N:7]([CH2:27][C:28]2[C:37]3[C:32](=[CH:33][CH:34]=[CH:35][CH:36]=3)[CH:31]=[CH:30][C:29]=2[CH3:38])[C:6]2[CH:39]=[CH:40][CH:41]=[CH:42][C:5]1=2)(=[O:3])[CH3:2]. The catalyst class is: 440. (3) Reactant: Cl[C:2]1[C:3]2[C:4](=[CH:13][N:14](CC3C=CC(OC)=CC=3)[N:15]=2)[N:5]=[C:6]([C:8]2[N:9]=[CH:10][O:11][CH:12]=2)[N:7]=1.[CH3:25][O:26][C:27]1[CH:28]=[C:29]([CH:31]=[CH:32][C:33]=1[O:34][CH3:35])[NH2:30].Cl. Product: [CH3:25][O:26][C:27]1[CH:28]=[C:29]([NH:30][C:2]2[C:3]3[NH:15][N:14]=[CH:13][C:4]=3[N:5]=[C:6]([C:8]3[N:9]=[CH:10][O:11][CH:12]=3)[N:7]=2)[CH:31]=[CH:32][C:33]=1[O:34][CH3:35]. The catalyst class is: 71. (4) Reactant: C(OC([NH:8][CH2:9][C:10]1([C:17]([OH:19])=[O:18])[CH2:12][CH:11]1[CH2:13][CH:14]([CH3:16])[CH3:15])=O)(C)(C)C.[ClH:20].CCOCC. Product: [ClH:20].[NH2:8][CH2:9][C:10]1([C:17]([OH:19])=[O:18])[CH2:12][CH:11]1[CH2:13][CH:14]([CH3:16])[CH3:15]. The catalyst class is: 12.